This data is from Forward reaction prediction with 1.9M reactions from USPTO patents (1976-2016). The task is: Predict the product of the given reaction. (1) Given the reactants Cl[C:2]1[C:11]2[C:6](=[CH:7][C:8]([Cl:12])=[CH:9][CH:10]=2)[N:5]=[CH:4][CH:3]=1.[C:13]1(B(O)O)[CH:18]=[CH:17][CH:16]=[CH:15][CH:14]=1.[F-].[Cs+], predict the reaction product. The product is: [Cl:12][C:8]1[CH:7]=[C:6]2[C:11]([C:2]([C:13]3[CH:18]=[CH:17][CH:16]=[CH:15][CH:14]=3)=[CH:3][CH:4]=[N:5]2)=[CH:10][CH:9]=1. (2) Given the reactants [CH3:1][C:2]1[CH:9]=[C:8]([F:10])[CH:7]=[CH:6][C:3]=1[CH:4]=O.C1O[C:14]([CH2:16][CH2:17][NH2:18])([CH3:15])[O:13]C1.C1(C)C=CC(S(O)(=O)=O)=CC=1.C(=O)([O-])[O-].[K+].[K+], predict the reaction product. The product is: [F:10][C:8]1[CH:7]=[CH:6][C:3]([CH:4]2[CH2:15][C:14](=[O:13])[CH2:16][CH2:17][NH:18]2)=[C:2]([CH3:1])[CH:9]=1. (3) Given the reactants [OH:1][C:2]1[CH:9]=[CH:8][C:5]([CH:6]=[O:7])=[CH:4][C:3]=1[O:10][CH3:11].[CH:12](O)(C)[CH3:13].[OH-].[Na+].C(Br)C, predict the reaction product. The product is: [CH2:12]([O:1][C:2]1[CH:9]=[CH:8][C:5]([CH:6]=[O:7])=[CH:4][C:3]=1[O:10][CH3:11])[CH3:13].